This data is from Full USPTO retrosynthesis dataset with 1.9M reactions from patents (1976-2016). The task is: Predict the reactants needed to synthesize the given product. Given the product [Cl:30][C:31]1[CH:32]=[CH:33][C:34]([CH:37]2[N:41]([C:42]([N:44]3[CH2:45][CH2:46][NH:47][C:48](=[O:19])[CH2:49]3)=[O:43])[C:40]([C:51]3[CH:56]=[CH:55][C:54]([O:57][CH3:58])=[CH:53][C:52]=3[O:59][CH2:60][CH3:61])=[N:39][CH:38]2[CH2:62][CH:63]2[CH2:64][CH2:65][CH2:66][CH2:67]2)=[CH:35][CH:36]=1, predict the reactants needed to synthesize it. The reactants are: ClC1C=CC(C2NC(C3C=CC([O:19]C)=CC=3OCC)=NC2CC2CCCC2)=CC=1.[Cl:30][C:31]1[CH:36]=[CH:35][C:34]([CH:37]2[N:41]([C:42]([N:44]3[CH2:49][CH2:48][N:47](C)[CH2:46][CH2:45]3)=[O:43])[C:40]([C:51]3[CH:56]=[CH:55][C:54]([O:57][CH3:58])=[CH:53][C:52]=3[O:59][CH2:60][CH3:61])=[N:39][CH:38]2[CH2:62][CH:63]2[CH2:67][CH2:66][CH2:65][CH2:64]2)=[CH:33][CH:32]=1.